From a dataset of CYP2C9 inhibition data for predicting drug metabolism from PubChem BioAssay. Regression/Classification. Given a drug SMILES string, predict its absorption, distribution, metabolism, or excretion properties. Task type varies by dataset: regression for continuous measurements (e.g., permeability, clearance, half-life) or binary classification for categorical outcomes (e.g., BBB penetration, CYP inhibition). Dataset: cyp2c9_veith. The compound is N#CCCn1c(=O)cnc2cnc(N3CCOCC3)nc21. The result is 0 (non-inhibitor).